From a dataset of Peptide-MHC class II binding affinity with 134,281 pairs from IEDB. Regression. Given a peptide amino acid sequence and an MHC pseudo amino acid sequence, predict their binding affinity value. This is MHC class II binding data. (1) The peptide sequence is YDKFLHNVSTVLTGK. The MHC is DRB1_0405 with pseudo-sequence DRB1_0405. The binding affinity (normalized) is 0.719. (2) The MHC is DRB3_0101 with pseudo-sequence DRB3_0101. The binding affinity (normalized) is 0. The peptide sequence is QLALHKMKSSDAREE. (3) The peptide sequence is LHGGHVSCRVKLSAL. The MHC is DRB1_0301 with pseudo-sequence DRB1_0301. The binding affinity (normalized) is 0.594. (4) The peptide sequence is CTNAKVTAKGVSEAN. The MHC is DRB1_1602 with pseudo-sequence DRB1_1602. The binding affinity (normalized) is 0.0553. (5) The peptide sequence is FFGQNTAAIAATEAQ. The MHC is HLA-DPA10103-DPB10401 with pseudo-sequence HLA-DPA10103-DPB10401. The binding affinity (normalized) is 0.177.